Dataset: Reaction yield outcomes from USPTO patents with 853,638 reactions. Task: Predict the reaction yield, written as a fraction of the theoretical maximum amount of product (1.0 means a 100% yield; for example, 0.34 means a 34% yield). (1) The reactants are [C@@H:1]12[CH2:7][C@@H:4]([CH2:5][CH2:6]1)[CH2:3][C@@H:2]2[OH:8].[Cl:9][C:10]1[C:11](F)=[CH:12][C:13]([F:23])=[C:14]([CH:22]=1)[C:15]([O:17][C:18]([CH3:21])([CH3:20])[CH3:19])=[O:16].C(=O)([O-])[O-].[Cs+].[Cs+]. The catalyst is CS(C)=O.C(OCC)(=O)C. The product is [C@@H:1]12[CH2:7][C@@H:4]([CH2:5][CH2:6]1)[CH2:3][C@@H:2]2[O:8][C:11]1[C:10]([Cl:9])=[CH:22][C:14]([C:15]([O:17][C:18]([CH3:19])([CH3:20])[CH3:21])=[O:16])=[C:13]([F:23])[CH:12]=1. The yield is 0.250. (2) The reactants are [CH:1]([NH:4][CH2:5][C:6]1[CH:11]=[CH:10][CH:9]=[CH:8][C:7]=1[N+:12]([O-:14])=[O:13])([CH3:3])[CH3:2].C(N(CC)C(C)C)(C)C.[C:24](O[C:24]([O:26][C:27]([CH3:30])([CH3:29])[CH3:28])=[O:25])([O:26][C:27]([CH3:30])([CH3:29])[CH3:28])=[O:25]. The catalyst is O1CCCC1. The product is [C:27]([O:26][C:24](=[O:25])[N:4]([CH:1]([CH3:3])[CH3:2])[CH2:5][C:6]1[CH:11]=[CH:10][CH:9]=[CH:8][C:7]=1[N+:12]([O-:14])=[O:13])([CH3:30])([CH3:29])[CH3:28]. The yield is 0.940.